Dataset: Catalyst prediction with 721,799 reactions and 888 catalyst types from USPTO. Task: Predict which catalyst facilitates the given reaction. (1) Reactant: [NH2:1][C:2]1[CH:3]=[C:4]([NH:10][C:11]([C:13]2[CH:18]=[CH:17][C:16]([C:19]3[CH:24]=[CH:23][CH:22]=[CH:21][CH:20]=3)=[CH:15][CH:14]=2)=[O:12])[CH:5]=[CH:6][C:7]=1[O:8][CH3:9].[Cl:25][CH:26]([CH3:30])[C:27](Cl)=[O:28]. Product: [Cl:25][CH:26]([CH3:30])[C:27]([NH:1][C:2]1[CH:3]=[C:4]([NH:10][C:11]([C:13]2[CH:18]=[CH:17][C:16]([C:19]3[CH:24]=[CH:23][CH:22]=[CH:21][CH:20]=3)=[CH:15][CH:14]=2)=[O:12])[CH:5]=[CH:6][C:7]=1[O:8][CH3:9])=[O:28]. The catalyst class is: 11. (2) Reactant: [H-].C([Al+]CC(C)C)C(C)C.C1(C)C=CC=CC=1.C([O:20][C:21]([C@@H:23]1[CH2:28][CH2:27][CH2:26][N:25]([C:29]([O:31][C:32]([CH3:35])([CH3:34])[CH3:33])=[O:30])[CH2:24]1)=O)C.O. Product: [C:32]([O:31][C:29]([N:25]1[CH2:26][CH2:27][CH2:28][C@@H:23]([CH:21]=[O:20])[CH2:24]1)=[O:30])([CH3:35])([CH3:34])[CH3:33]. The catalyst class is: 27.